Task: Predict which catalyst facilitates the given reaction.. Dataset: Catalyst prediction with 721,799 reactions and 888 catalyst types from USPTO (1) Reactant: [CH3:1][C:2]([CH3:38])([CH3:37])[C@H:3]([NH:8][C:9](=[O:36])[C@H:10]([CH:15]([C:26]([O:28]CC1C=CC=CC=1)=[O:27])[C:16]([O:18]CC1C=CC=CC=1)=[O:17])[CH2:11][CH:12]([CH3:14])[CH3:13])[C:4]([NH:6][CH3:7])=[O:5]. Product: [CH3:38][C:2]([CH3:1])([CH3:37])[C@H:3]([NH:8][C:9](=[O:36])[C@H:10]([CH:15]([C:26]([OH:28])=[O:27])[C:16]([OH:18])=[O:17])[CH2:11][CH:12]([CH3:14])[CH3:13])[C:4]([NH:6][CH3:7])=[O:5]. The catalyst class is: 8. (2) Reactant: [O:1]=[O+][O-].[CH2:4]([N:7]([C:24]([O:26][C:27]([CH3:30])([CH3:29])[CH3:28])=[O:25])[CH:8]1[CH2:13][CH2:12][N:11]([C:14]([O:16][CH2:17][C:18]2[CH:23]=[CH:22][CH:21]=[CH:20][CH:19]=2)=[O:15])[CH2:10][CH2:9]1)[CH:5]=C.CSC. Product: [C:27]([O:26][C:24]([N:7]([CH2:4][CH:5]=[O:1])[CH:8]1[CH2:13][CH2:12][N:11]([C:14]([O:16][CH2:17][C:18]2[CH:19]=[CH:20][CH:21]=[CH:22][CH:23]=2)=[O:15])[CH2:10][CH2:9]1)=[O:25])([CH3:29])([CH3:30])[CH3:28]. The catalyst class is: 98. (3) Reactant: [CH3:1][O:2][C:3]1[CH:8]=[CH:7][C:6]([NH:9][C:10](=[O:18])[C:11]2[CH:16]=[CH:15][CH:14]=[CH:13][C:12]=2[OH:17])=[CH:5][CH:4]=1.C(N(CC)CC)C.[C:26]([C:30]1[CH:38]=[CH:37][C:33]([C:34](Cl)=[O:35])=[CH:32][CH:31]=1)([CH3:29])([CH3:28])[CH3:27]. Product: [CH3:1][O:2][C:3]1[CH:4]=[CH:5][C:6]([NH:9][C:10](=[O:18])[C:11]2[CH:16]=[CH:15][CH:14]=[CH:13][C:12]=2[O:17][C:34](=[O:35])[C:33]2[CH:37]=[CH:38][C:30]([C:26]([CH3:28])([CH3:27])[CH3:29])=[CH:31][CH:32]=2)=[CH:7][CH:8]=1. The catalyst class is: 2. (4) Reactant: [CH:1]12[CH2:10][CH:5]3[CH2:6][CH:7]([CH2:9][CH:3]([CH2:4]3)[CH:2]1[N:11]1[C:14](=[O:15])[C:13]([CH3:17])([CH3:16])[NH:12]1)[CH2:8]2.[F:18][C:19]1[C:20]([CH3:28])=[C:21]([CH:25]=[CH:26][CH:27]=1)[C:22](O)=[O:23].C(N(C(C)C)CC)(C)C.C1CN([P+](ON2N=NC3C=CC=CC2=3)(N2CCCC2)N2CCCC2)CC1.F[P-](F)(F)(F)(F)F. Product: [F:18][C:19]1[C:20]([CH3:28])=[C:21]([C:22]([N:12]2[C:13]([CH3:17])([CH3:16])[C:14](=[O:15])[N:11]2[CH:2]2[CH:3]3[CH2:4][CH:5]4[CH2:6][CH:7]([CH2:8][CH:1]2[CH2:10]4)[CH2:9]3)=[O:23])[CH:25]=[CH:26][CH:27]=1. The catalyst class is: 46. (5) Reactant: Cl[C:2]([N:4]1[CH2:9][CH2:8][N:7]([C:10]([O:12][C:13]([CH3:16])([CH3:15])[CH3:14])=[O:11])[CH2:6][CH2:5]1)=[O:3].[Cl:17][C:18]1[CH:23]=[CH:22][C:21]([NH:24][CH2:25][CH2:26][N:27]([CH2:30][CH3:31])[CH2:28][CH3:29])=[CH:20][CH:19]=1.C(N(CC)C(C)C)(C)C. Product: [Cl:17][C:18]1[CH:19]=[CH:20][C:21]([N:24]([CH2:25][CH2:26][N:27]([CH2:30][CH3:31])[CH2:28][CH3:29])[C:2]([N:4]2[CH2:9][CH2:8][N:7]([C:10]([O:12][C:13]([CH3:16])([CH3:15])[CH3:14])=[O:11])[CH2:6][CH2:5]2)=[O:3])=[CH:22][CH:23]=1. The catalyst class is: 2. (6) Reactant: [CH:1](=O)[C:2]1[C:3](=[CH:5][CH:6]=[CH:7][CH:8]=1)[OH:4].[C:10]1(=[O:15])[O:14][CH2:13][CH2:12][CH2:11]1.C[O-].[Na+].S(=O)(=O)(O)O. Product: [OH:4][C:3]1[CH:5]=[CH:6][CH:7]=[CH:8][C:2]=1[CH:1]=[C:11]1[CH2:12][CH2:13][O:14][C:10]1=[O:15]. The catalyst class is: 11.